From a dataset of Catalyst prediction with 721,799 reactions and 888 catalyst types from USPTO. Predict which catalyst facilitates the given reaction. (1) Reactant: [CH3:1][O:2][C:3]([C:5]1[C:10]([NH2:11])=[N:9][CH:8]=[CH:7][N:6]=1)=[O:4].[Cl:12][C:13]1[CH:18]=[CH:17][C:16]([C:19]([F:22])([F:21])[F:20])=[CH:15][C:14]=1[CH2:23][S:24](Cl)(=[O:26])=[O:25].N1C=CC=CC=1. Product: [CH3:1][O:2][C:3]([C:5]1[C:10]([NH:11][S:24]([CH2:23][C:14]2[CH:15]=[C:16]([C:19]([F:20])([F:21])[F:22])[CH:17]=[CH:18][C:13]=2[Cl:12])(=[O:26])=[O:25])=[N:9][CH:8]=[CH:7][N:6]=1)=[O:4]. The catalyst class is: 4. (2) The catalyst class is: 1. Reactant: [CH3:1][NH2:2].C(O)C.[Br:6][C:7]1[C:8]([CH2:17]Br)=[C:9]([CH:14]=[CH:15][CH:16]=1)[C:10](OC)=[O:11]. Product: [Br:6][C:7]1[CH:16]=[CH:15][CH:14]=[C:9]2[C:8]=1[CH2:17][N:2]([CH3:1])[C:10]2=[O:11]. (3) Reactant: [N+:1]([C:4]1[CH:5]=[CH:6][CH:7]=[C:8]2[C:12]=1[NH:11][CH:10]=[CH:9]2)([O-:3])=[O:2].[CH3:13][NH:14][CH3:15].[CH2:16]=O.[OH-].[Na+]. Product: [CH3:13][N:14]([CH3:16])[CH2:15][C:9]1[C:8]2[C:12](=[C:4]([N+:1]([O-:3])=[O:2])[CH:5]=[CH:6][CH:7]=2)[NH:11][CH:10]=1. The catalyst class is: 6. (4) Reactant: [C:1]([O:5][C:6](=[O:23])[C@@H:7]([CH:20]([CH3:22])[CH3:21])[NH:8][S:9]([C:12]1[CH:17]=[CH:16][C:15]([O:18][CH3:19])=[CH:14][CH:13]=1)(=[O:11])=[O:10])([CH3:4])([CH3:3])[CH3:2].[H-].[Na+].I[CH3:27]. Product: [C:1]([O:5][C:6](=[O:23])[CH:7]([N:8]([S:9]([C:12]1[CH:13]=[CH:14][C:15]([O:18][CH3:19])=[CH:16][CH:17]=1)(=[O:11])=[O:10])[CH3:27])[CH:20]([CH3:21])[CH3:22])([CH3:4])([CH3:3])[CH3:2]. The catalyst class is: 215. (5) The catalyst class is: 2. Product: [F:1][C:2]1[CH:7]=[CH:6][C:5]([CH2:8][C:9]([NH:11][CH:12]2[CH2:17][CH2:16][NH:15][CH2:14][CH2:13]2)=[O:10])=[CH:4][CH:3]=1. Reactant: [F:1][C:2]1[CH:7]=[CH:6][C:5]([CH2:8][C:9]([NH:11][CH:12]2[CH2:17][CH2:16][N:15](C(OC(C)(C)C)=O)[CH2:14][CH2:13]2)=[O:10])=[CH:4][CH:3]=1.C(O)(C(F)(F)F)=O.